From a dataset of Forward reaction prediction with 1.9M reactions from USPTO patents (1976-2016). Predict the product of the given reaction. (1) Given the reactants [CH:1]([C:3]1[CH:4]=[C:5]([CH:10]=[CH:11][CH:12]=1)[C:6]([O:8][CH3:9])=[O:7])=O.C(=O)([O-])[O-].[K+].[K+].C(OP([CH2:27][C:28]#[N:29])(=O)OCC)C.O, predict the reaction product. The product is: [C:28]([CH:27]=[CH:1][C:3]1[CH:4]=[C:5]([CH:10]=[CH:11][CH:12]=1)[C:6]([O:8][CH3:9])=[O:7])#[N:29]. (2) Given the reactants FC(F)(F)C(O)=O.[CH2:8]([NH:12][C:13]1[N:21]=[C:20]2[C:16]([N:17]=[C:18]([O:22][CH3:23])[NH:19]2)=[C:15]([NH2:24])[N:14]=1)[CH2:9][CH2:10][CH3:11].C(=O)([O-])[O-].[K+].[K+].Br[CH2:32][CH:33]1[CH2:38][CH2:37][O:36][CH2:35][CH2:34]1, predict the reaction product. The product is: [CH2:8]([NH:12][C:13]1[N:21]=[C:20]2[C:16]([N:17]=[C:18]([O:22][CH3:23])[N:19]2[CH2:32][CH:33]2[CH2:38][CH2:37][O:36][CH2:35][CH2:34]2)=[C:15]([NH2:24])[N:14]=1)[CH2:9][CH2:10][CH3:11].